This data is from Peptide-MHC class II binding affinity with 134,281 pairs from IEDB. The task is: Regression. Given a peptide amino acid sequence and an MHC pseudo amino acid sequence, predict their binding affinity value. This is MHC class II binding data. (1) The peptide sequence is VAWQVKLLPVPPTVT. The MHC is DRB1_0301 with pseudo-sequence DRB1_0301. The binding affinity (normalized) is 0.0756. (2) The peptide sequence is LLVKYAAGDGNIVAV. The MHC is DRB1_1501 with pseudo-sequence DRB1_1501. The binding affinity (normalized) is 0.463.